This data is from Forward reaction prediction with 1.9M reactions from USPTO patents (1976-2016). The task is: Predict the product of the given reaction. (1) Given the reactants Br[CH2:2][C:3]1[C:8]([O:9][CH3:10])=[CH:7][CH:6]=[CH:5][C:4]=1[N:11]1[C:15](=[O:16])[N:14]([CH3:17])[N:13]=[N:12]1.[CH3:18][C:19]1[CH:24]=[C:23]([N:25]2[C:29]([CH3:30])=[C:28]([CH3:31])[C:27]([CH3:32])=[N:26]2)[CH:22]=[CH:21][C:20]=1[OH:33].C(=O)([O-])[O-].[K+].[K+], predict the reaction product. The product is: [CH3:10][O:9][C:8]1[C:3]([CH2:2][O:33][C:20]2[CH:21]=[CH:22][C:23]([N:25]3[C:29]([CH3:30])=[C:28]([CH3:31])[C:27]([CH3:32])=[N:26]3)=[CH:24][C:19]=2[CH3:18])=[C:4]([N:11]2[C:15](=[O:16])[N:14]([CH3:17])[N:13]=[N:12]2)[CH:5]=[CH:6][CH:7]=1. (2) Given the reactants [C:1]([N:4]1[C:13]2[C:8](=[CH:9][C:10]([NH2:14])=[CH:11][CH:12]=2)[C:7]([C:16]2[CH:21]=[CH:20][CH:19]=[CH:18][CH:17]=2)([CH3:15])[CH2:6][C:5]1([CH3:23])[CH3:22])(=[O:3])[CH3:2].[CH3:24][O:25][C:26]1[CH:27]=[C:28]([CH:32]=[C:33]([O:37][CH3:38])[C:34]=1[O:35][CH3:36])[C:29](Cl)=[O:30].C(N(CC)C(C)C)(C)C, predict the reaction product. The product is: [C:1]([N:4]1[C:13]2[C:8](=[CH:9][C:10]([NH:14][C:29](=[O:30])[C:28]3[CH:27]=[C:26]([O:25][CH3:24])[C:34]([O:35][CH3:36])=[C:33]([O:37][CH3:38])[CH:32]=3)=[CH:11][CH:12]=2)[C:7]([C:16]2[CH:21]=[CH:20][CH:19]=[CH:18][CH:17]=2)([CH3:15])[CH2:6][C:5]1([CH3:23])[CH3:22])(=[O:3])[CH3:2].